This data is from Forward reaction prediction with 1.9M reactions from USPTO patents (1976-2016). The task is: Predict the product of the given reaction. Given the reactants Br[C:2]1[CH:3]=[N:4][C:5]([N:8]2[C:16]3[C:11](=[CH:12][CH:13]=[C:14]([C:17](OC)=[O:18])[CH:15]=3)[C:10]([S:21][CH3:22])=[CH:9]2)=[N:6][CH:7]=1.[F:23][C:24]1[CH:29]=[CH:28][C:27]([CH3:30])=[CH:26][C:25]=1B(O)O.ClC1C=C(C=CC=1)C(OO)=[O:39].[OH-].[Li+].CN(C(ON1N=NC2[CH:58]=[CH:59][CH:60]=[N:61][C:56]1=2)=[N+](C)C)C.F[P-](F)(F)(F)(F)F.N1CCCC1, predict the reaction product. The product is: [F:23][C:24]1[CH:29]=[CH:28][C:27]([CH3:30])=[CH:26][C:25]=1[C:2]1[CH:7]=[N:6][C:5]([N:8]2[C:16]3[C:11](=[CH:12][CH:13]=[C:14]([C:17]([N:61]4[CH2:60][CH2:59][CH2:58][CH2:56]4)=[O:18])[CH:15]=3)[C:10]([S:21]([CH3:22])=[O:39])=[CH:9]2)=[N:4][CH:3]=1.